This data is from Full USPTO retrosynthesis dataset with 1.9M reactions from patents (1976-2016). The task is: Predict the reactants needed to synthesize the given product. (1) Given the product [ClH:32].[NH2:7][C@H:8]1[CH2:13][CH2:12][C@H:11]([CH2:14][CH2:15][N:16]2[CH2:17][CH2:18][CH:19]([C:22]([C:23]3[CH:28]=[CH:27][C:26]([F:29])=[CH:25][CH:24]=3)=[O:30])[CH2:20][CH2:21]2)[CH2:10][CH2:9]1, predict the reactants needed to synthesize it. The reactants are: C(OC(=O)[NH:7][C@H:8]1[CH2:13][CH2:12][C@H:11]([CH2:14][CH2:15][N:16]2[CH2:21][CH2:20][CH:19]([C:22](=[O:30])[C:23]3[CH:28]=[CH:27][C:26]([F:29])=[CH:25][CH:24]=3)[CH2:18][CH2:17]2)[CH2:10][CH2:9]1)(C)(C)C.[ClH:32].O1CCOCC1. (2) Given the product [C:25]1([C:24]([C:31]2[CH:32]=[CH:33][CH:34]=[CH:35][CH:36]=2)([C:37]2[CH:38]=[CH:39][CH:40]=[CH:41][CH:42]=2)[N:1]2[CH:5]=[C:4]([CH2:6][CH2:7][C:8]([OH:10])=[O:9])[N:3]=[CH:2]2)[CH:26]=[CH:27][CH:28]=[CH:29][CH:30]=1, predict the reactants needed to synthesize it. The reactants are: [NH:1]1[CH:5]=[C:4]([CH2:6][CH2:7][C:8]([OH:10])=[O:9])[N:3]=[CH:2]1.C[Si](Cl)(C)C.C(N(CC)CC)C.Cl[C:24]([C:37]1[CH:42]=[CH:41][CH:40]=[CH:39][CH:38]=1)([C:31]1[CH:36]=[CH:35][CH:34]=[CH:33][CH:32]=1)[C:25]1[CH:30]=[CH:29][CH:28]=[CH:27][CH:26]=1.